From a dataset of Reaction yield outcomes from USPTO patents with 853,638 reactions. Predict the reaction yield, written as a fraction of the theoretical maximum amount of product (1.0 means a 100% yield; for example, 0.34 means a 34% yield). (1) The reactants are [Cl:1][C:2]1[C:10]([F:11])=[C:9]2[C:5]([C:6]([S:28][C:29]3[C:30]([F:40])=[C:31]([CH:37]=[CH:38][CH:39]=3)[C:32]([O:34][CH2:35][CH3:36])=[O:33])=[C:7]([CH:25]3[CH2:27][CH2:26]3)[N:8]2[C:12]2[CH:13]=[N:14][N:15](COCC[Si](C)(C)C)[CH:16]=2)=[CH:4][CH:3]=1.Cl.CCN(CC)CC.CCCCC. The catalyst is CCO. The yield is 0.900. The product is [Cl:1][C:2]1[C:10]([F:11])=[C:9]2[C:5]([C:6]([S:28][C:29]3[C:30]([F:40])=[C:31]([CH:37]=[CH:38][CH:39]=3)[C:32]([O:34][CH2:35][CH3:36])=[O:33])=[C:7]([CH:25]3[CH2:26][CH2:27]3)[N:8]2[C:12]2[CH:13]=[N:14][NH:15][CH:16]=2)=[CH:4][CH:3]=1. (2) The reactants are [O:1]([C:8]1[CH:13]=[CH:12][CH2:11][CH:10]([CH2:14][N:15]2[CH2:19][CH2:18][CH2:17][C:16]2=[O:20])[CH:9]=1)[C:2]1[CH:7]=[CH:6][CH:5]=[CH:4][CH:3]=1.C[Si]([N-][Si](C)(C)C)(C)C.[Li+].[CH2:31]([O:33][C:34](=[O:37])CCl)[CH3:32]. The catalyst is O1CCCC1. The product is [CH2:31]([O:33][C:34]([CH:17]1[CH2:18][CH2:19][N:15]([CH2:14][C:10]2[CH:11]=[CH:12][CH:13]=[C:8]([O:1][C:2]3[CH:3]=[CH:4][CH:5]=[CH:6][CH:7]=3)[CH:9]=2)[C:16]1=[O:20])=[O:37])[CH3:32]. The yield is 0.620. (3) The reactants are [NH2:1][C:2]1[CH:3]=[C:4]2[C:9](=[CH:10][CH:11]=1)[N:8]=[CH:7][C:6]([C:12]#[N:13])=[C:5]2[NH:14][C:15]1[CH:20]=[CH:19][C:18]([F:21])=[C:17]([Cl:22])[CH:16]=1.S([O-])(=O)(=O)[CH3:24].C([N:30]([CH2:33]C)[CH2:31][CH3:32])C.[C:35](#[N:37])C. No catalyst specified. The product is [NH:30]1[C:31]([CH:32]([NH:1][C:2]2[CH:3]=[C:4]3[C:9](=[CH:10][CH:11]=2)[N:8]=[CH:7][C:6]([C:12]#[N:13])=[C:5]3[NH:14][C:15]2[CH:20]=[CH:19][C:18]([F:21])=[C:17]([Cl:22])[CH:16]=2)[CH3:24])=[CH:35][N:37]=[CH:33]1. The yield is 0.0500. (4) The reactants are [Cl:1][C:2]1[CH:3]=[C:4]([N:10]2[CH:22]([CH:23]3[CH2:27][CH2:26][CH2:25][CH2:24]3)[CH:21]3[C:12]([C:13]4[CH:14]=[CH:15][C:16]([C:28]([OH:30])=O)=[N:17][C:18]=4[CH2:19][CH2:20]3)=[N:11]2)[CH:5]=[CH:6][C:7]=1[C:8]#[N:9].Cl.[CH3:32][NH:33][CH3:34].CCN(C(C)C)C(C)C.CN(C(ON1N=NC2C=CC=NC1=2)=[N+](C)C)C.F[P-](F)(F)(F)(F)F. The catalyst is O.ClCCl.CN(C)C=O. The product is [Cl:1][C:2]1[CH:3]=[C:4]([N:10]2[CH:22]([CH:23]3[CH2:24][CH2:25][CH2:26][CH2:27]3)[CH:21]3[C:12]([C:13]4[CH:14]=[CH:15][C:16]([C:28]([N:33]([CH3:34])[CH3:32])=[O:30])=[N:17][C:18]=4[CH2:19][CH2:20]3)=[N:11]2)[CH:5]=[CH:6][C:7]=1[C:8]#[N:9]. The yield is 0.752. (5) The reactants are [Cl:1][C:2]([Cl:7])([Cl:6])[C:3](Cl)=[O:4].[Cl-].[Cl-].[Cl-].[Al+3].[C:12]([C:14]1[NH:15][CH:16]=[CH:17][CH:18]=1)#[N:13]. The catalyst is ClCCl.C(OCC)(=O)C. The product is [Cl:1][C:2]([Cl:7])([Cl:6])[C:3]([C:17]1[CH:18]=[C:14]([C:12]#[N:13])[NH:15][CH:16]=1)=[O:4]. The yield is 1.00.